Dataset: Catalyst prediction with 721,799 reactions and 888 catalyst types from USPTO. Task: Predict which catalyst facilitates the given reaction. (1) Reactant: [NH2:1][C@H:2]1[CH2:6][N:5]([C:7]([O:9][C:10]([CH3:13])([CH3:12])[CH3:11])=[O:8])[C@@H:4]([CH3:14])[CH2:3]1.C(N(CC)CC)C.[F:22][C:23]([F:35])([F:34])[C:24]1[CH:25]=[C:26]([S:30](Cl)(=[O:32])=[O:31])[CH:27]=[CH:28][CH:29]=1.O. Product: [CH3:14][C@H:4]1[CH2:3][C@@H:2]([NH:1][S:30]([C:26]2[CH:27]=[CH:28][CH:29]=[C:24]([C:23]([F:22])([F:34])[F:35])[CH:25]=2)(=[O:32])=[O:31])[CH2:6][N:5]1[C:7]([O:9][C:10]([CH3:13])([CH3:12])[CH3:11])=[O:8]. The catalyst class is: 2. (2) Reactant: C(N(S(F)(F)[F:7])CC)C.O[C:11]([C:14]1[CH:19]=[CH:18][C:17]([C:20]#[N:21])=[CH:16][CH:15]=1)([CH3:13])[CH3:12]. Product: [F:7][C:11]([C:14]1[CH:19]=[CH:18][C:17]([C:20]#[N:21])=[CH:16][CH:15]=1)([CH3:13])[CH3:12]. The catalyst class is: 46. (3) The catalyst class is: 9. Reactant: [CH3:1][N:2]([CH3:16])[C:3]1([C:10]2[CH:15]=[CH:14][CH:13]=[CH:12][CH:11]=2)[CH2:8][CH2:7][CH:6]([OH:9])[CH2:5][CH2:4]1.CC(C)([O-])C.[K+].[F:23][C:24]1[CH:25]=[C:26]([CH:29]=[CH:30][CH:31]=1)[CH2:27]Cl. Product: [F:23][C:24]1[CH:25]=[C:26]([CH:29]=[CH:30][CH:31]=1)[CH2:27][O:9][CH:6]1[CH2:7][CH2:8][C:3]([N:2]([CH3:16])[CH3:1])([C:10]2[CH:15]=[CH:14][CH:13]=[CH:12][CH:11]=2)[CH2:4][CH2:5]1. (4) Reactant: [CH3:1][N:2]([S:21]([C:24]1[S:25][CH:26]=[CH:27][CH:28]=1)(=[O:23])=[O:22])[C:3]1[CH:4]=[CH:5][CH:6]=[C:7]2[C:11]=1[NH:10][C:9]([C:12]1[S:13][CH:14]([CH2:17]C(O)=O)[CH2:15][N:16]=1)=[CH:8]2.[CH2:29]([N:31]([CH2:34]C)CC)C.C1(P(N=[N+]=[N-])(C2C=CC=CC=2)=[O:43])C=CC=CC=1.CN(C)[CH:55]=[O:56]. Product: [CH3:55][O:56][C:29](=[O:43])[NH:31][CH2:34][CH2:17][CH:14]1[S:13][C:12]([C:9]2[NH:10][C:11]3[C:7]([CH:8]=2)=[CH:6][CH:5]=[CH:4][C:3]=3[N:2]([CH3:1])[S:21]([C:24]2[S:25][CH:26]=[CH:27][CH:28]=2)(=[O:22])=[O:23])=[N:16][CH2:15]1. The catalyst class is: 370. (5) Product: [C:2]1([C:1](=[N:14][C:68]2[CH:69]=[C:70]([C:78]([CH:80]3[CH2:81][CH2:82][N:83]([CH3:86])[CH2:84][CH2:85]3)=[O:79])[CH:71]=[C:72]([C:74]([F:75])([F:76])[F:77])[CH:73]=2)[C:8]2[CH:9]=[CH:10][CH:11]=[CH:12][CH:13]=2)[CH:7]=[CH:6][CH:5]=[CH:4][CH:3]=1. The catalyst class is: 62. Reactant: [C:1](=[NH:14])([C:8]1[CH:13]=[CH:12][CH:11]=[CH:10][CH:9]=1)[C:2]1[CH:7]=[CH:6][CH:5]=[CH:4][CH:3]=1.C1(P(C2C=CC=CC=2)C2C=CC3C(=CC=CC=3)C=2C2C3C(=CC=CC=3)C=CC=2P(C2C=CC=CC=2)C2C=CC=CC=2)C=CC=CC=1.C(=O)([O-])[O-].[Cs+].[Cs+].Br[C:68]1[CH:69]=[C:70]([C:78]([CH:80]2[CH2:85][CH2:84][N:83]([CH3:86])[CH2:82][CH2:81]2)=[O:79])[CH:71]=[C:72]([C:74]([F:77])([F:76])[F:75])[CH:73]=1. (6) Reactant: CC1C=CC(S(OCC2CC3C=CC(OC)=CC=3O2)(=O)=O)=CC=1.[N-]=[N+]=[N-].[Na+].N(CC1CC2C=C(Cl)C=C(C3C=CSC=3)C=2O1)=[N+]=[N-].[N:47]([CH2:50][CH:51]1[CH2:55][C:54]2[CH:56]=[CH:57][C:58]([O:60][CH3:61])=[CH:59][C:53]=2[O:52]1)=[N+]=[N-].[N-]=[N+]=[N-]. Product: [CH3:61][O:60][C:58]1[CH:57]=[CH:56][C:54]2[CH2:55][CH:51]([CH2:50][NH2:47])[O:52][C:53]=2[CH:59]=1. The catalyst class is: 45. (7) Reactant: [CH3:1][C:2]1([CH3:23])[CH2:11][CH2:10][C:9]([CH3:13])([CH3:12])[C:8]2[CH:7]=[C:6]([CH:14]([CH2:18][CH2:19][CH2:20][CH2:21][CH3:22])[C:15](O)=[O:16])[CH:5]=[CH:4][C:3]1=2.CC(C)(C)C(Cl)=O.[Cl-].[Li+].[CH3:33][CH:34]([C@@H:36]1[C:40]([C:47]2[CH:52]=[CH:51][CH:50]=[CH:49][CH:48]=2)([C:41]2[CH:46]=[CH:45][CH:44]=[CH:43][CH:42]=2)[O:39][C:38](=[O:53])[NH:37]1)[CH3:35]. Product: [CH3:35][CH:34]([C@@H:36]1[C:40]([C:47]2[CH:52]=[CH:51][CH:50]=[CH:49][CH:48]=2)([C:41]2[CH:46]=[CH:45][CH:44]=[CH:43][CH:42]=2)[O:39][C:38](=[O:53])[N:37]1[C:15](=[O:16])[C@@H:14]([C:6]1[CH:5]=[CH:4][C:3]2[C:2]([CH3:23])([CH3:1])[CH2:11][CH2:10][C:9]([CH3:13])([CH3:12])[C:8]=2[CH:7]=1)[CH2:18][CH2:19][CH2:20][CH2:21][CH3:22])[CH3:33]. The catalyst class is: 531. (8) Reactant: C[N:2](C)[CH:3]=[C:4]([C:7]1[C:11]([N+:12]([O-:14])=[O:13])=[CH:10][NH:9][N:8]=1)[CH:5]=O.[NH2:16]N.O. Product: [N+:12]([C:11]1[C:7]([C:4]2[CH:3]=[N:2][NH:16][CH:5]=2)=[N:8][NH:9][CH:10]=1)([O-:14])=[O:13]. The catalyst class is: 14. (9) Reactant: Cl[C:2]1[N:3]=[C:4]([S:13][CH3:14])[N:5]=[N:6][C:7]=1[C:8]([O:10][CH2:11][CH3:12])=[O:9].[NH2:15][C:16]1[CH:21]=[CH:20][C:19]([CH3:22])=[CH:18][CH:17]=1.CCN(C(C)C)C(C)C.CCOC(C)=O. Product: [CH3:14][S:13][C:4]1[N:5]=[N:6][C:7]([C:8]([O:10][CH2:11][CH3:12])=[O:9])=[C:2]([NH:15][C:16]2[CH:21]=[CH:20][C:19]([CH3:22])=[CH:18][CH:17]=2)[N:3]=1. The catalyst class is: 3.